Predict the reactants needed to synthesize the given product. From a dataset of Full USPTO retrosynthesis dataset with 1.9M reactions from patents (1976-2016). (1) Given the product [CH2:1]([O:3][C:4]([C:6]1[CH:7]=[C:8]2[C:13](=[CH:14][CH:15]=1)[NH:12][CH:11]([C:16]1[CH:21]=[C:20]([Br:22])[CH:19]=[CH:18][C:17]=1[F:23])[C:10]([CH3:24])([CH3:25])[CH2:9]2)=[O:5])[CH3:2], predict the reactants needed to synthesize it. The reactants are: [CH2:1]([O:3][C:4]([C:6]1[CH:7]=[C:8]2[C:13](=[CH:14][CH:15]=1)[NH:12][CH:11]([C:16]1[CH:21]=[C:20]([Br:22])[CH:19]=[CH:18][C:17]=1[F:23])[C:10]([CH3:25])([CH3:24])[CH:9]2O)=[O:5])[CH3:2].C([SiH](CC)CC)C.FC(F)(F)C(O)=O. (2) Given the product [CH3:31][Si:30]([CH3:32])([CH3:33])[CH2:29][CH2:28][O:27][CH2:26][N:25]([CH2:34][O:35][CH2:36][CH2:37][Si:38]([CH3:41])([CH3:39])[CH3:40])[C:22]1[N:21]2[N:42]=[CH:43][C:44]([C:45]3[CH:46]=[N:47][C:48]4[C:53]([CH:54]=3)=[CH:52][C:51]([F:55])=[CH:50][CH:49]=4)=[C:20]2[N:19]=[C:18]2[N:4]([CH:5]3[CH2:10][CH2:9][N:8]([C:11]([O:13][C:14]([CH3:16])([CH3:15])[CH3:17])=[O:12])[CH2:7][CH2:6]3)[CH:1]=[C:2]([CH3:3])[C:23]=12, predict the reactants needed to synthesize it. The reactants are: [CH2:1]([N:4]([C:18]1[C:23](Br)=[C:22]([N:25]([CH2:34][O:35][CH2:36][CH2:37][Si:38]([CH3:41])([CH3:40])[CH3:39])[CH2:26][O:27][CH2:28][CH2:29][Si:30]([CH3:33])([CH3:32])[CH3:31])[N:21]2[N:42]=[CH:43][C:44]([C:45]3[CH:46]=[N:47][C:48]4[C:53]([CH:54]=3)=[CH:52][C:51]([F:55])=[CH:50][CH:49]=4)=[C:20]2[N:19]=1)[CH:5]1[CH2:10][CH2:9][N:8]([C:11]([O:13][C:14]([CH3:17])([CH3:16])[CH3:15])=[O:12])[CH2:7][CH2:6]1)[CH:2]=[CH2:3].C([O-])([O-])=O.[K+].[K+].